This data is from Forward reaction prediction with 1.9M reactions from USPTO patents (1976-2016). The task is: Predict the product of the given reaction. (1) Given the reactants [CH3:1][C:2]1([CH3:31])[C:6]([CH3:8])([CH3:7])[O:5][B:4]([C:9]2[CH:10]=[C:11]([C:21]([O:23][CH2:24][C:25]3[CH:30]=[CH:29][CH:28]=[CH:27][CH:26]=3)=[O:22])[N:12]([C:14](OC(C)(C)C)=O)[CH:13]=2)[O:3]1.Cl.[H-].[Na+].CI, predict the reaction product. The product is: [CH3:14][N:12]1[CH:13]=[C:9]([B:4]2[O:3][C:2]([CH3:1])([CH3:31])[C:6]([CH3:8])([CH3:7])[O:5]2)[CH:10]=[C:11]1[C:21]([O:23][CH2:24][C:25]1[CH:26]=[CH:27][CH:28]=[CH:29][CH:30]=1)=[O:22]. (2) The product is: [CH3:1][O:2][C:3]1[CH:4]=[C:5]2[C:9](=[CH:10][CH:11]=1)[N:8]([C:22]([O:21][C:18]([CH3:20])([CH3:19])[CH3:17])=[O:23])[C:7]([CH3:12])=[C:6]2[CH2:13][C:14]([O:16][CH3:32])=[O:15]. Given the reactants [CH3:1][O:2][C:3]1[CH:4]=[C:5]2[C:9](=[CH:10][CH:11]=1)[NH:8][C:7]([CH3:12])=[C:6]2[CH2:13][C:14]([OH:16])=[O:15].[CH3:17][C:18]([O:21][C:22](O[C:22]([O:21][C:18]([CH3:20])([CH3:19])[CH3:17])=[O:23])=[O:23])([CH3:20])[CH3:19].[CH3:32]O, predict the reaction product. (3) Given the reactants Br[C:2]1[N:3]=[C:4]2[C:10]3[CH:11]=[CH:12][CH:13]=[CH:14][C:9]=3[NH:8][C:7]3[N:15]=[CH:16][CH:17]=[CH:18][C:6]=3[N:5]2[C:19]=1[C:20]1[CH:25]=[CH:24][C:23]([C:26]2([NH:30][C:31](=[O:37])[O:32][C:33]([CH3:36])([CH3:35])[CH3:34])[CH2:29][CH2:28][CH2:27]2)=[CH:22][CH:21]=1.C([Sn](CCCC)(CCCC)[C:43]1[S:44][CH:45]=[CH:46][N:47]=1)CCC.O, predict the reaction product. The product is: [S:44]1[CH:45]=[CH:46][N:47]=[C:43]1[C:2]1[N:3]=[C:4]2[C:10]3[CH:11]=[CH:12][CH:13]=[CH:14][C:9]=3[NH:8][C:7]3[N:15]=[CH:16][CH:17]=[CH:18][C:6]=3[N:5]2[C:19]=1[C:20]1[CH:25]=[CH:24][C:23]([C:26]2([NH:30][C:31](=[O:37])[O:32][C:33]([CH3:35])([CH3:34])[CH3:36])[CH2:27][CH2:28][CH2:29]2)=[CH:22][CH:21]=1. (4) Given the reactants [C:1]([C:3]1[CH:4]=[C:5]([C:13]2[O:17][N:16]=[C:15]([C:18]3[CH:23]=[CH:22][C:21]([O:24][CH2:25][CH2:26][CH2:27][CH2:28][C:29]([O:31]CC)=[O:30])=[CH:20][C:19]=3[O:34][CH3:35])[N:14]=2)[CH:6]=[CH:7][C:8]=1[O:9][CH:10]([CH3:12])[CH3:11])#[N:2].[OH-].[Na+], predict the reaction product. The product is: [C:1]([C:3]1[CH:4]=[C:5]([C:13]2[O:17][N:16]=[C:15]([C:18]3[CH:23]=[CH:22][C:21]([O:24][CH2:25][CH2:26][CH2:27][CH2:28][C:29]([OH:31])=[O:30])=[CH:20][C:19]=3[O:34][CH3:35])[N:14]=2)[CH:6]=[CH:7][C:8]=1[O:9][CH:10]([CH3:11])[CH3:12])#[N:2].